Dataset: Antibody developability classification from SAbDab with 2,409 antibodies. Task: Regression/Classification. Given an antibody's heavy chain and light chain sequences, predict its developability. TAP uses regression for 5 developability metrics; SAbDab uses binary classification. (1) The antibody is ['QVQLQESGPGLVAPSQSLSITCTVSGFSLTGYGVNWVRQPPGKGLEWLGMIWGDGNTDYNSALKSRLSISKDNSKSQVFLKMNSLHTDDTARYYCARERDYRLDYWGQGTTLTVSS', 'DIVLTQSPASLSASVGETVTITCRASGNIHNYLAWYQQKQGKSPQLLVYYTTTLADGVPSRFSGSGSGTQYSLKINSLQPEDFGSYYCQHFWSTPRTFGGGTKLEIK']. Result: 0 (not developable). (2) The antibody is ['QVQLVQSGAEVKKPGSSVKVSCKASGGTFSSYAISWVRQAPGQGLEWMGGIIPIFGTANYAQKFQGRVTITADESTSTAYMELSSLRSEDTAVYYCAREPDYYDSSGYYPIDAFDIWGQGTTVTVSS', 'QSALTQPASVSASPGQSITISCTGTSSDVGAYDWVSWYQQHPGKAPKLLIFDVNNRPSGVSHRFSGSKSGNTASLTISGLQAEDEADYYCSSYTRRDTYVFGTGTKVTVL']. Result: 0 (not developable). (3) The antibody is ['QHSQVQSGTQIKTPGASVTLSCGTSGYDFMESLINWVRQEIGKRPEWLGWMNPRGGGVNYAQRFQGKVTMTRDVSSGTAYLTLRGLTSDDTAKYYCVRGKSCCNGRRYCNGADCFNWDFEYWGQGTLVIVSP', 'YIGLTQSPGTLSVSPGERATLSCRPSQAISKSHLAWYSQKSGQPPRLLLTGTYERASGVPDRFVGSGSGTNYTLTIASVEAEDFAVYFCQCFEGFGQGTKLEIK']. Result: 0 (not developable). (4) The antibody is ['ATRLEESGAEVKKPGSSVKVSCKASGGTFSSYAISWVRQAPGQGLEWMGRIIPILGIANYAQKFQGRVTITADKSTSTAYMELSSLRSEDTAVYYCASKQGDYYDRTSYAFDIWGQGTMVTVSS', 'DVELTQSPGTLSLSPGERATLSCRASQSVSSSYLAWYQQKPGQAPRLLIYGASSRATGIPDRFSGSGSGTDFTLTISRLEPEDFAVYYCQQYGSSPITFGQGTRLEIK']. Result: 1 (developable). (5) The antibody is ['QVQLKESGPGLVAPSQSLSITCTVSGFSLTNYGVDWVRQPPGKGLEWVGVIWSGGSTNYNSALMSRLSISKDNSKSQVFLKMNSLQTDDTAVYYCAKHWGGYYIPYGMDHWGQGTTVTVSS', 'ELVMTQTPLSLPVSLGDQASISCRSSQSIVHSNGNTYLEWYLQKPGQSPKLLIYKVSNRFSGVPDRFSGSGSGTDFTLKINRVEAEDLGVYYCFQGSHLPPTFGGGTKLEIK']. Result: 0 (not developable). (6) The antibody is ['EVQLQQSGAELARPGASVKLSCKASGYTFTSYWMQWVKQRPGQGLEWIGAIYPGDGDTRYTQKFKGKATLTADKSSSTAYMQLSSLASEDSAVYYCARRWDYWGQGTTLTVSS', 'QIVMTQSPSSLTVTAGEKVTMSCKSSQSLLNSGNQKNYLTWYQQKPGQPPKLLIYWASTRESGVPDRFTGSGSGTDFTLTISSVQAEDLAVYYCQNDYSYPLTFGAGTKLELK']. Result: 1 (developable). (7) The antibody is ['QVQLVQSGAEVKKPGESVKVSCKASGYTFTTYYLHWVRQAPGQGLEWMGWIYPGNGHAQYNEKFKGRVTITADKSTSTAYMELSSLRSEDTAVYYCARSWEGFDYWGQGTTVTVSS', 'DIQMTQSPSSLSASVGDRVTITCKASQNVGINVAWYQQKPGKAPKLLISSASYRYSGVPSRFSGSGSGTDFTLTISSLQPEDFATYFCQQYDTYPFTFGQGTKVEIK']. Result: 1 (developable). (8) The antibody is ['QVQLQQPGAELVKPGASVKLSCKASGYTFTSYWMHWVKQRPGRGLEWIGRIDPNSGGTKYNEKFKSKATLTVDKPSSTAYMQLSSLTSEDSAVYYCARYDYYGSSYFDYWGQGTTVTVSS', 'AVVTQESALTTSPGETVTLTCRSSTGAVTTSNYANWVQEKPDHLFTGLIGGTNNRAPGVPARFSGSLIGNKAALTITGAQTEDEAIYFCALWYSNHWVFGGGTKLTVL']. Result: 0 (not developable). (9) The antibody is ['EVQLVQSGAEVKKPGESLKISCQAFGYGFINYLIEWIRQMPGQGLEWIGLINPGSDYTNYNENFKGQATLSADKSSSTAYLQWSSLKASDTAMYFCARRFGYYGSGNYFDYWGQGTMVTVSS', 'DVVMTQTPLSLPVTPGEPASISCTSGQSLVHINGNTYLHWYLQKPGQSPKLLIYKVSNLFSGVPDRFSGSGSGTDFTLKISRVEAEDVGVYFCSQSTHFPFTFGQGTKLEIK']. Result: 0 (not developable). (10) Result: 0 (not developable). The antibody is ['EVKLVESGGGLVQPGGSLRLSCATSGFTFTDYYMSWVRQPPGKALEWLGFIRNKAKGYTVEYSASVKGRFTISRDNSQSILYLQMNTLRAEDSATYYCARDGYYVDAMDYWGQGTSVTVSS', 'DIVLTQSPSSLAVSAGERVTMSCKSSQSLFKSRNQKNYLAWYQQKPGQSPKLLIYWASTRESGVPDRFTGSGSGTDFTLTINGVQAEDLAVYYCKQSYNLRTFGGGTKLELK'].